From a dataset of Full USPTO retrosynthesis dataset with 1.9M reactions from patents (1976-2016). Predict the reactants needed to synthesize the given product. (1) Given the product [ClH:32].[Cl:32][C:28]1[CH:29]=[C:30]2[C:25](=[CH:26][CH:27]=1)[NH:24][C:23]([C:21]([NH:20][C@@H:10]1[CH2:11][CH2:12][C@@H:13]([C:15]([O:17][CH2:18][CH3:19])=[O:16])[CH2:14][C@@H:9]1[NH2:8])=[O:22])=[CH:31]2, predict the reactants needed to synthesize it. The reactants are: C(OC([NH:8][C@H:9]1[CH2:14][C@H:13]([C:15]([O:17][CH2:18][CH3:19])=[O:16])[CH2:12][CH2:11][C@H:10]1[NH:20][C:21]([C:23]1[NH:24][C:25]2[C:30]([CH:31]=1)=[CH:29][C:28]([Cl:32])=[CH:27][CH:26]=2)=[O:22])=O)(C)(C)C.Cl. (2) Given the product [ClH:23].[NH2:8][CH:9]1[CH2:14][CH2:13][C:12]([CH3:15])=[CH:11][CH2:10]1, predict the reactants needed to synthesize it. The reactants are: C(OC([NH:8][CH:9]1[CH2:14][CH2:13][C:12]([CH3:15])=[CH:11][CH2:10]1)=O)(C)(C)C.FC(F)(F)C(O)=O.[ClH:23]. (3) Given the product [CH:32]1([C@H:30]([NH:29][C:5]2[N:4]=[C:3]([CH2:2][NH:1][C:47](=[O:48])[C:46]([F:57])([F:56])[F:45])[N:11]=[C:10]3[C:6]=2[N:7]([CH2:21][C@H:22]2[CH2:27][CH2:26][C@H:25]([CH3:28])[CH2:24][CH2:23]2)[C:8]([C:12]2[CH:17]=[C:16]([CH:18]([CH3:19])[CH3:20])[CH:15]=[CH:14][N:13]=2)=[N:9]3)[CH3:31])[CH2:33][CH2:34][CH2:35]1, predict the reactants needed to synthesize it. The reactants are: [NH2:1][CH2:2][C:3]1[N:11]=[C:10]2[C:6]([N:7]([CH2:21][C@H:22]3[CH2:27][CH2:26][C@H:25]([CH3:28])[CH2:24][CH2:23]3)[C:8]([C:12]3[CH:17]=[C:16]([CH:18]([CH3:20])[CH3:19])[CH:15]=[CH:14][N:13]=3)=[N:9]2)=[C:5]([NH:29][C@@H:30]([CH:32]2[CH2:35][CH2:34][CH2:33]2)[CH3:31])[N:4]=1.CCN(C(C)C)C(C)C.[F:45][C:46]([F:57])([F:56])[C:47](O[C:47](=[O:48])[C:46]([F:57])([F:56])[F:45])=[O:48]. (4) Given the product [F:1][C:2]1[CH:3]=[C:4]2[C:8](=[CH:9][CH:10]=1)[NH:7][C:6](=[O:11])[C:5]2=[C:26]1[C:25]2[S:29][CH:30]=[CH:31][C:24]=2[CH:23]([CH3:22])[O:27]1, predict the reactants needed to synthesize it. The reactants are: [F:1][C:2]1[CH:3]=[C:4]2[C:8](=[CH:9][CH:10]=1)[NH:7][C:6](=[O:11])[CH2:5]2.C[Si]([N-][Si](C)(C)C)(C)C.[Li+].[CH3:22][CH:23]1[O:27][C:26](=O)[C:25]2[S:29][CH:30]=[CH:31][C:24]1=2.Cl.